Dataset: Reaction yield outcomes from USPTO patents with 853,638 reactions. Task: Predict the reaction yield, written as a fraction of the theoretical maximum amount of product (1.0 means a 100% yield; for example, 0.34 means a 34% yield). The reactants are Cl[C:2]1[CH:11]=[C:10]([Cl:12])[C:9]2[C:4](=[C:5]([Cl:15])[C:6]([O:13][CH3:14])=[CH:7][CH:8]=2)[N:3]=1.[F:16][C:17]([F:24])([F:23])[C:18]1[CH:22]=[CH:21][NH:20][N:19]=1. No catalyst specified. The product is [Cl:12][C:10]1[C:9]2[C:4](=[C:5]([Cl:15])[C:6]([O:13][CH3:14])=[CH:7][CH:8]=2)[N:3]=[C:2]([N:20]2[CH:21]=[CH:22][C:18]([C:17]([F:24])([F:23])[F:16])=[N:19]2)[CH:11]=1. The yield is 0.510.